Dataset: Catalyst prediction with 721,799 reactions and 888 catalyst types from USPTO. Task: Predict which catalyst facilitates the given reaction. (1) Reactant: [CH3:1][N:2]1[CH2:7][CH2:6][N:5]([C:8]2[CH:13]=[C:12]([N+:14]([O-])=O)[CH:11]=[C:10]([N:17]3[CH2:22][CH2:21][N:20]([CH3:23])[CH2:19][CH2:18]3)[CH:9]=2)[CH2:4][CH2:3]1.C([O-])=O.[NH4+]. Product: [CH3:1][N:2]1[CH2:3][CH2:4][N:5]([C:8]2[CH:13]=[C:12]([CH:11]=[C:10]([N:17]3[CH2:18][CH2:19][N:20]([CH3:23])[CH2:21][CH2:22]3)[CH:9]=2)[NH2:14])[CH2:6][CH2:7]1. The catalyst class is: 50. (2) Reactant: Br[C:2]1[CH:22]=[CH:21][C:5]([CH2:6][N:7]2[CH2:16][CH2:15][C:14]3[C:9](=[CH:10][CH:11]=[C:12]([C:17]([O:19][CH3:20])=[O:18])[CH:13]=3)[CH2:8]2)=[CH:4][CH:3]=1.CC1(C)C(C)(C)OB([C:31]2[CH2:32][CH2:33][N:34]([C:37]([O:39][C:40]([CH3:43])([CH3:42])[CH3:41])=[O:38])[CH2:35][CH:36]=2)O1.C([O-])([O-])=O.[Na+].[Na+]. Product: [C:40]([O:39][C:37]([N:34]1[CH2:33][CH:32]=[C:31]([C:2]2[CH:22]=[CH:21][C:5]([CH2:6][N:7]3[CH2:16][CH2:15][C:14]4[C:9](=[CH:10][CH:11]=[C:12]([C:17]([O:19][CH3:20])=[O:18])[CH:13]=4)[CH2:8]3)=[CH:4][CH:3]=2)[CH2:36][CH2:35]1)=[O:38])([CH3:43])([CH3:41])[CH3:42]. The catalyst class is: 108. (3) Reactant: C([O:3][C:4](=[O:29])[CH2:5][CH:6]1[O:10][B:9]([OH:11])[C:8]2[CH:12]=[C:13]([O:16][C:17]3[CH:22]=[CH:21][CH:20]=[C:19]([CH2:23][NH:24][CH2:25][CH2:26][O:27][CH3:28])[CH:18]=3)[CH:14]=[CH:15][C:7]1=2)C.[Li+].[OH-].Cl. Product: [OH:11][B:9]1[C:8]2[CH:12]=[C:13]([O:16][C:17]3[CH:22]=[CH:21][CH:20]=[C:19]([CH2:23][NH:24][CH2:25][CH2:26][O:27][CH3:28])[CH:18]=3)[CH:14]=[CH:15][C:7]=2[CH:6]([CH2:5][C:4]([OH:29])=[O:3])[O:10]1. The catalyst class is: 20.